Dataset: Catalyst prediction with 721,799 reactions and 888 catalyst types from USPTO. Task: Predict which catalyst facilitates the given reaction. (1) Reactant: [C@@H:1]12[CH2:6][C@@H:5]1[CH2:4][CH2:3][C:2]2=[O:7].[C:8](OCC)(=[O:14])[C:9]([O:11][CH2:12][CH3:13])=[O:10].C1COCC1.CC(C)([O-])C.[K+:28]. Product: [CH2:12]([O:11][C:9](=[O:10])[C:8](=[C:3]1[CH2:4][C@@H:5]2[C@@H:1]([CH2:6]2)[C:2]1=[O:7])[O-:14])[CH3:13].[K+:28]. The catalyst class is: 621. (2) Reactant: [CH2:1]1[C:3]([NH2:7])([C:4]([OH:6])=[O:5])[CH2:2]1.Cl[Si](C)(C)C.CCN(C(C)C)C(C)C.Cl[C:23]([O:25][CH:26](Cl)[CH:27](C)C)=[O:24].[C:31]1([CH2:37][C:38]([OH:40])=[O:39])[CH:36]=[CH:35][CH:34]=[CH:33][CH:32]=1. Product: [C:31]1([CH2:37][C:38]([O:40][CH2:27][CH2:26][O:25][C:23]([NH:7][C:3]2([C:4]([OH:6])=[O:5])[CH2:2][CH2:1]2)=[O:24])=[O:39])[CH:36]=[CH:35][CH:34]=[CH:33][CH:32]=1. The catalyst class is: 22.